This data is from Forward reaction prediction with 1.9M reactions from USPTO patents (1976-2016). The task is: Predict the product of the given reaction. (1) Given the reactants N(/C(OC(C)(C)C)=O)=N\C(OC(C)(C)C)=O.[CH3:17][C:18](=[CH2:22])[CH:19](O)[CH3:20].C1(P(C2C=CC=CC=2)C2C=CC=CC=2)C=CC=CC=1.[Br:42][C:43]1[CH:44]=[N:45][NH:46][CH:47]=1, predict the reaction product. The product is: [Br:42][C:43]1[CH:44]=[N:45][N:46]([CH:19]([C:18]([CH3:17])=[CH2:22])[CH3:20])[CH:47]=1. (2) Given the reactants [C:1]1([S:7]([N:10]2[C:14]3=[N:15][CH:16]=[C:17]([N+:20]([O-:22])=[O:21])[C:18](Cl)=[C:13]3[CH:12]=[CH:11]2)(=[O:9])=[O:8])[CH:6]=[CH:5][CH:4]=[CH:3][CH:2]=1.[C:23]([N:30]1[CH2:35][CH2:34][CH:33]([NH2:36])[CH2:32][CH2:31]1)([O:25][C:26]([CH3:29])([CH3:28])[CH3:27])=[O:24].C(N(C(C)C)CC)(C)C, predict the reaction product. The product is: [C:26]([O:25][C:23]([N:30]1[CH2:35][CH2:34][CH:33]([NH:36][C:18]2[C:17]([N+:20]([O-:22])=[O:21])=[CH:16][N:15]=[C:14]3[N:10]([S:7]([C:1]4[CH:6]=[CH:5][CH:4]=[CH:3][CH:2]=4)(=[O:9])=[O:8])[CH:11]=[CH:12][C:13]=23)[CH2:32][CH2:31]1)=[O:24])([CH3:29])([CH3:27])[CH3:28]. (3) Given the reactants P(Cl)(Cl)(Cl)(Cl)Cl.CS(O)(=O)=O.[NH2:12][C:13]1[CH:18]=[CH:17][C:16]([Br:19])=[CH:15][C:14]=1[OH:20].[Cl:21][C:22]1[CH:27]=[CH:26][C:25]([CH2:28][C:29](O)=O)=[CH:24][CH:23]=1.[OH-].[Na+], predict the reaction product. The product is: [Br:19][C:16]1[CH:17]=[CH:18][C:13]2[N:12]=[C:29]([CH2:28][C:25]3[CH:26]=[CH:27][C:22]([Cl:21])=[CH:23][CH:24]=3)[O:20][C:14]=2[CH:15]=1. (4) Given the reactants C1C=CC(C2C=CC=CC=2)=CC=1.C1C=CC(OC2C=CC=CC=2)=CC=1.[Br:26][C:27]1[CH:28]=[C:29]([CH:34]=[CH:35][C:36]=1[NH:37][CH:38]=[C:39]1[C:44](=[O:45])OC(C)(C)OC1=O)[C:30]([O:32][CH3:33])=[O:31], predict the reaction product. The product is: [Br:26][C:27]1[CH:28]=[C:29]([C:30]([O:32][CH3:33])=[O:31])[CH:34]=[C:35]2[C:36]=1[NH:37][CH:38]=[CH:39][C:44]2=[O:45]. (5) Given the reactants [Cl:1][C:2]1[CH:11]=[C:10]2[C:5]([CH:6]=[C:7]([C:12](NNS(C3C=CC(C)=CC=3)(=O)=O)=[O:13])[CH:8]=[N:9]2)=[CH:4][CH:3]=1.C([O-])([O-])=O.[Na+].[Na+], predict the reaction product. The product is: [Cl:1][C:2]1[CH:11]=[C:10]2[C:5]([CH:6]=[C:7]([CH2:12][OH:13])[CH:8]=[N:9]2)=[CH:4][CH:3]=1. (6) Given the reactants C(Cl)(=O)C(Cl)=O.CS(C)=O.[Cl:11][C:12]1[CH:28]=[C:27]([C:29]([F:32])([F:31])[F:30])[CH:26]=[CH:25][C:13]=1[CH2:14][N:15]1[C:19]([CH2:20][OH:21])=[CH:18][C:17]([CH:22]2[CH2:24][CH2:23]2)=[N:16]1.C(N(CC)CC)C, predict the reaction product. The product is: [Cl:11][C:12]1[CH:28]=[C:27]([C:29]([F:32])([F:30])[F:31])[CH:26]=[CH:25][C:13]=1[CH2:14][N:15]1[C:19]([CH:20]=[O:21])=[CH:18][C:17]([CH:22]2[CH2:23][CH2:24]2)=[N:16]1. (7) Given the reactants [CH2:1]([O:3][C:4]1[CH:5]=[C:6]([C:13]2[C:14](=[O:19])[NH:15][CH:16]=[N:17][CH:18]=2)[CH:7]=[CH:8][C:9]=1[N+:10]([O-])=O)[CH3:2].O.O.[Sn](Cl)Cl.C(=O)(O)[O-].[Na+], predict the reaction product. The product is: [NH2:10][C:9]1[CH:8]=[CH:7][C:6]([C:13]2[C:14](=[O:19])[NH:15][CH:16]=[N:17][CH:18]=2)=[CH:5][C:4]=1[O:3][CH2:1][CH3:2].